Regression. Given two drug SMILES strings and cell line genomic features, predict the synergy score measuring deviation from expected non-interaction effect. From a dataset of NCI-60 drug combinations with 297,098 pairs across 59 cell lines. (1) Drug 1: CC1C(C(=O)NC(C(=O)N2CCCC2C(=O)N(CC(=O)N(C(C(=O)O1)C(C)C)C)C)C(C)C)NC(=O)C3=C4C(=C(C=C3)C)OC5=C(C(=O)C(=C(C5=N4)C(=O)NC6C(OC(=O)C(N(C(=O)CN(C(=O)C7CCCN7C(=O)C(NC6=O)C(C)C)C)C)C(C)C)C)N)C. Drug 2: C(CN)CNCCSP(=O)(O)O. Cell line: LOX IMVI. Synergy scores: CSS=1.60, Synergy_ZIP=-9.75, Synergy_Bliss=-17.4, Synergy_Loewe=-42.5, Synergy_HSA=-21.0. (2) Drug 1: CC1CCC2CC(C(=CC=CC=CC(CC(C(=O)C(C(C(=CC(C(=O)CC(OC(=O)C3CCCCN3C(=O)C(=O)C1(O2)O)C(C)CC4CCC(C(C4)OC)O)C)C)O)OC)C)C)C)OC. Drug 2: N.N.Cl[Pt+2]Cl. Cell line: HCC-2998. Synergy scores: CSS=33.5, Synergy_ZIP=-6.89, Synergy_Bliss=-4.86, Synergy_Loewe=-10.9, Synergy_HSA=1.02. (3) Cell line: EKVX. Synergy scores: CSS=-6.92, Synergy_ZIP=7.10, Synergy_Bliss=-3.83, Synergy_Loewe=-3.95, Synergy_HSA=-7.53. Drug 1: C1CCN(CC1)CCOC2=CC=C(C=C2)C(=O)C3=C(SC4=C3C=CC(=C4)O)C5=CC=C(C=C5)O. Drug 2: C1=NC2=C(N=C(N=C2N1C3C(C(C(O3)CO)O)O)F)N. (4) Drug 1: C1=CN(C(=O)N=C1N)C2C(C(C(O2)CO)O)O.Cl. Drug 2: CCN(CC)CCNC(=O)C1=C(NC(=C1C)C=C2C3=C(C=CC(=C3)F)NC2=O)C. Cell line: PC-3. Synergy scores: CSS=7.52, Synergy_ZIP=-4.56, Synergy_Bliss=-4.95, Synergy_Loewe=-3.68, Synergy_HSA=-3.40. (5) Drug 1: CS(=O)(=O)CCNCC1=CC=C(O1)C2=CC3=C(C=C2)N=CN=C3NC4=CC(=C(C=C4)OCC5=CC(=CC=C5)F)Cl. Drug 2: C1C(C(OC1N2C=NC3=C2NC=NCC3O)CO)O. Cell line: MCF7. Synergy scores: CSS=6.18, Synergy_ZIP=-0.514, Synergy_Bliss=3.45, Synergy_Loewe=4.01, Synergy_HSA=3.12.